Dataset: Forward reaction prediction with 1.9M reactions from USPTO patents (1976-2016). Task: Predict the product of the given reaction. (1) Given the reactants I[C:2]1[CH:7]=[CH:6][N:5]=[C:4]2[N:8]([C:11]3[C:16]([F:17])=[C:15]([F:18])[CH:14]=[C:13]([F:19])[C:12]=3[F:20])[N:9]=[CH:10][C:3]=12.[O:21]1CC[O:23][BH:22]1.C([O-])(=O)C.[K+].C(Cl)Cl, predict the reaction product. The product is: [F:20][C:12]1[C:13]([F:19])=[CH:14][C:15]([F:18])=[C:16]([F:17])[C:11]=1[N:8]1[C:4]2=[N:5][CH:6]=[CH:7][C:2]([B:22]([OH:23])[OH:21])=[C:3]2[CH:10]=[N:9]1. (2) Given the reactants [NH:1]1[C:9]2[CH:8]=[CH:7][N:6]=[CH:5][C:4]=2[CH:3]=[C:2]1[C:10]([NH:12][CH2:13][CH:14]1[C:16]2([N:21](C(OC(C)(C)C)=O)[CH2:20][CH2:19][CH2:18][CH2:17]2)[CH2:15]1)=[O:11].[C:29]([OH:35])([C:31]([F:34])([F:33])[F:32])=[O:30], predict the reaction product. The product is: [F:32][C:31]([F:34])([F:33])[C:29]([OH:35])=[O:30].[CH2:15]1[C:16]2([NH:21][CH2:20][CH2:19][CH2:18][CH2:17]2)[CH:14]1[CH2:13][NH:12][C:10]([C:2]1[NH:1][C:9]2[CH:8]=[CH:7][N:6]=[CH:5][C:4]=2[CH:3]=1)=[O:11].